The task is: Predict which catalyst facilitates the given reaction.. This data is from Catalyst prediction with 721,799 reactions and 888 catalyst types from USPTO. (1) Reactant: [Cl:1][C:2]1[N:3]=[C:4]([NH:13][C:14]2[CH:19]=[CH:18][C:17]([CH:20]3[CH2:25][CH2:24][N:23]([C:26]([O:28][C:29]([CH3:32])([CH3:31])[CH3:30])=[O:27])[CH2:22][CH2:21]3)=[C:16]([CH3:33])[CH:15]=2)[C:5]2[C:6](=[O:12])[NH:7][CH:8]=[CH:9][C:10]=2[CH:11]=1.C1CCN2C(=NCCC2)CC1.[CH3:45][Si:46]([CH2:49][CH2:50][O:51][CH2:52]Cl)([CH3:48])[CH3:47].C(OCC)(=O)C. Product: [Cl:1][C:2]1[N:3]=[C:4]([NH:13][C:14]2[CH:19]=[CH:18][C:17]([CH:20]3[CH2:25][CH2:24][N:23]([C:26]([O:28][C:29]([CH3:30])([CH3:32])[CH3:31])=[O:27])[CH2:22][CH2:21]3)=[C:16]([CH3:33])[CH:15]=2)[C:5]2[C:6](=[O:12])[N:7]([CH2:52][O:51][CH2:50][CH2:49][Si:46]([CH3:48])([CH3:47])[CH3:45])[CH:8]=[CH:9][C:10]=2[CH:11]=1. The catalyst class is: 1. (2) Reactant: C([N:4]1[C:12]2[C:7](=[CH:8][C:9]([N+:13]([O-:15])=[O:14])=[CH:10][CH:11]=2)[C:6](=[C:16](OC)[C:17]2[CH:22]=[CH:21][CH:20]=[CH:19][CH:18]=2)[C:5]1=[O:25])(=O)C.[N+:26]([C:29]1[CH:35]=[CH:34][C:32]([NH2:33])=[CH:31][CH:30]=1)([O-:28])=[O:27].N. Product: [N+:26]([C:29]1[CH:35]=[CH:34][C:32]([NH:33]/[C:16](=[C:6]2\[C:5](=[O:25])[NH:4][C:12]3[C:7]\2=[CH:8][C:9]([N+:13]([O-:15])=[O:14])=[CH:10][CH:11]=3)/[C:17]2[CH:18]=[CH:19][CH:20]=[CH:21][CH:22]=2)=[CH:31][CH:30]=1)([O-:28])=[O:27]. The catalyst class is: 3.